Task: Binary Classification. Given a miRNA mature sequence and a target amino acid sequence, predict their likelihood of interaction.. Dataset: Experimentally validated miRNA-target interactions with 360,000+ pairs, plus equal number of negative samples (1) The miRNA is hsa-miR-1268a with sequence CGGGCGUGGUGGUGGGGG. The protein sequence of the target gene is MSFIMKLHRHFQRTVILLATFCMVSIIISAYYLYSGYKQENELSETASEVDCGDLQHLPYQLMEVKAMKLFDASRTDPTVLVFVESQYSSLGQDIIMILESSRFQYHIEIAPGKGDLPVLIDKMKGKYILIIYENILKYINMDSWNRSLLDKYCVEYGVGVIGFHKTSEKSVQSFQLKGFPFSIYGNLAVKDCCINPHSPLIRVTKSSKLEKGSLPGTDWTVFQINHSAYQPVIFAKVKTPENLSPSISKGAFYATIIHDLGLHDGIQRVLFGNNLNFWLHKLIFIDAISFLSGKRLTLS.... Result: 1 (interaction). (2) The miRNA is mmu-miR-290a-5p with sequence ACUCAAACUAUGGGGGCACUUU. The protein sequence of the target gene is MAISTGLFLLLGLLGQPWAGAAADSQAVVCEGTACYTAHWGKLSAAEAQHRCNENGGNLATVKSEEEARHVQQALTQLLKTKAPLEAKMGKFWIGLQREKGNCTYHDLPMRGFSWVGGGEDTAYSNWYKASKSSCIFKRCVSLILDLSLTPHPSHLPKWHESPCGTPEAPGNSIEGFLCKFNFKGMCRPLALGGPGRVTYTTPFQATTSSLEAVPFASVANVACGDEAKSETHYFLCNEKTPGIFHWGSSGPLCVSPKFGCSFNNGGCQQDCFEGGDGSFRCGCRPGFRLLDDLVTCASR.... Result: 1 (interaction). (3) The miRNA is hsa-miR-4720-3p with sequence UGCUUAAGUUGUACCAAGUAU. The protein sequence of the target gene is MPGARDALCHQALQLLAELCARGALEHDSCQDFIYHLRDRARPRLRDPDISVSLLTLVVTACGLALFGVSLFVSWKLCWVPWRERGLFSGSKDNNQEPLNYTDTETNEQENSEDFLDPPTPCPDSSMKISHTSPDIPLSTQPGGQENCAHAVRVQRQVTEPTPSARHNSIRRQLNLSNPDFNIQQLQRQEQLTGIGRIKPELYKQRSLDNDDGRRSNSKACGKLNFILKYDCDLEQLIVKIHKAVNLPAKDFSGTSDPYVKIYLLPDRKTKHQTKVHRKTLNPVFDEVFLFPVHYNDLEA.... Result: 0 (no interaction). (4) The miRNA is hsa-miR-1911-5p with sequence UGAGUACCGCCAUGUCUGUUGGG. The protein sequence of the target gene is MAADQRPKADTLALRQRLISSSCRLFFPEDPVKIVRAQGQYMYDEQGAEYIDCISNVAHVGHCHPLVVQAAHEQNQVLNTNSRYLHDNIVDYAQRLSETLPEQLCVFYFLNSGSEANDLALRLARHYTGHQDVVVLDHAYHGHLSSLIDISPYKFRNLDGQKEWVHVAPLPDTYRGPYREDHPNPAMAYANEVKRVVSSAQEKGRKIAAFFAESLPSVGGQIIPPAGYFSQVAEHIRKAGGVFVADEIQVGFGRVGKHFWAFQLQGKDFVPDIVTMGKSIGNGHPVACVAATQPVARAFE.... Result: 0 (no interaction). (5) The miRNA is hsa-miR-124-3p with sequence UAAGGCACGCGGUGAAUGCCAA. The protein sequence of the target gene is MDRGQVLEQLLPELTGLLSLLDHEYLSDTTLEKKMAVASILQSLQPLPAKEVSYLYVNTADLHSGPSFVESLFEEFDCDLSDLRDMPEDDGEPSKGASPELAKSPRLRNAADLPPPLPNKPPPEDYYEEALPLGPGKSPEYISSHNGCSPSHSIVDGYYEDADSSYPATRVNGELKSSYNDSDAMSSSYESYDEEEEEGKSPQPRHQWPSEEASMHLVRECRICAFLLRKKRFGQWAKQLTVIREDQLLCYKSSKDRQPHLRLALDTCSIIYVPKDSRHKRHELRFTQGATEVLVLALQS.... Result: 1 (interaction). (6) The miRNA is cel-miR-1021 with sequence AAGUGAGAUCAUGUGAAAUCCUCGG. The protein sequence of the target gene is MTTLDSNNNTGGVITYIGSSGSSPSRTSPESLYSDNSNGSFQSLTQGCPTYFPPSPTGSLTQDPARSFGSIPPSLSDDGSPSSSSSSSSSSSSFYNGSPPGSLQVAMEDSSRVSPSKSTSNITKLNGMVLLCKVCGDVASGFHYGVHACEGCKGFFRRSIQQNIQYKRCLKNENCSIVRINRNRCQQCRFKKCLSVGMSRDAVRFGRIPKREKQRMLAEMQSAMNLANNQLSSQCPLETSPTQHPTPGPMGPSPPPAPVPSPLVGFSQFPQQLTPPRSPSPEPTVEDVISQVARAHREIF.... Result: 0 (no interaction). (7) The miRNA is hsa-miR-634 with sequence AACCAGCACCCCAACUUUGGAC. The protein sequence of the target gene is MPKPINVRVTTMDAELEFAIQPNTTGKQLFDQVVKTIGLREVWYFGLQYVDNKGFPTWLKLDKKVSAQEVRKENPVQFKFRAKFYPEDVAEELIQDITQKLFFLQVKDGILSDEIYCPPETAVLLGSYAVQAKFGDYNKEMHKSGYLSSERLIPQRVMDQHKLSRDQWEDRIQVWHAEHRGMLKDSAMLEYLKIAQDLEMYGINYFEIKNKKGTDLWLGVDALGLNIYEKDDKLTPKIGFPWSEIRNISFNDKKFVIKPIDKKAPDFVFYAPRLRINKRILQLCMGNHELYMRRRKPDTI.... Result: 0 (no interaction). (8) The miRNA is hsa-miR-222-3p with sequence AGCUACAUCUGGCUACUGGGU. The protein sequence of the target gene is MAVTLSLLLGGRVCAAVTRCGFATRGVAGPGPIGREPDPDSDWEPEERELQEVESTLKRQKQAIRFQKIRRQMEAPGAPPRTLTWEAMEQIRYLHEEFPESWSVPRLAEGFDVSTDVIRRVLKSKFLPTLEQKLKQDQKVLKKAGLAHSLQHLRGSGNTSKLLPAGHSVSGSLLMPGHEASSKDPNHSTALKVIESDTHRTNTPRRRKGRNKEIQDLEESFVPVAAPLGHPRELQKYSSDSESPRGTGSGALPSGQKLEELKAEEPDNFSSKVVQRGREFFDSNGNFLYRI. Result: 1 (interaction).